Dataset: Peptide-MHC class I binding affinity with 185,985 pairs from IEDB/IMGT. Task: Regression. Given a peptide amino acid sequence and an MHC pseudo amino acid sequence, predict their binding affinity value. This is MHC class I binding data. The peptide sequence is IINAHRIPK. The MHC is HLA-A02:03 with pseudo-sequence HLA-A02:03. The binding affinity (normalized) is 0.